This data is from Forward reaction prediction with 1.9M reactions from USPTO patents (1976-2016). The task is: Predict the product of the given reaction. (1) Given the reactants [Br:1][C:2]1[C:3]([O:13][CH2:14][CH2:15][CH2:16][CH:17]=O)=[N:4][C:5]2[NH:6][C:7](=[O:12])[CH2:8][CH2:9][C:10]=2[CH:11]=1.Cl.[C:20]1([N:30]2[CH2:35][CH2:34][NH:33][CH2:32][CH2:31]2)[C:29]2[C:24](=[CH:25][CH:26]=[CH:27][CH:28]=2)[CH:23]=[CH:22][CH:21]=1.CCN(CC)CC.[BH-](OC(C)=O)(OC(C)=O)OC(C)=O.[Na+], predict the reaction product. The product is: [Br:1][C:2]1[CH:11]=[C:10]2[C:5](=[N:4][C:3]=1[O:13][CH2:14][CH2:15][CH2:16][CH2:17][N:33]1[CH2:32][CH2:31][N:30]([C:20]3[C:29]4[C:24](=[CH:25][CH:26]=[CH:27][CH:28]=4)[CH:23]=[CH:22][CH:21]=3)[CH2:35][CH2:34]1)[NH:6][C:7](=[O:12])[CH2:8][CH2:9]2. (2) Given the reactants [C:1]([O:4][CH:5]([C:9]1[CH:14]=[CH:13][C:12]([Br:15])=[CH:11][CH:10]=1)[C:6]([OH:8])=O)(=[O:3])[CH3:2].C(Cl)(=O)C(Cl)=O.[F:22][C:23]([F:32])([F:31])[C:24]1[CH:30]=[CH:29][C:27]([NH2:28])=[CH:26][CH:25]=1.C(N(CC)CC)C, predict the reaction product. The product is: [Br:15][C:12]1[CH:13]=[CH:14][C:9]([CH:5]([O:4][C:1](=[O:3])[CH3:2])[C:6](=[O:8])[NH:28][C:27]2[CH:29]=[CH:30][C:24]([C:23]([F:22])([F:31])[F:32])=[CH:25][CH:26]=2)=[CH:10][CH:11]=1. (3) Given the reactants FC(F)(F)C([O-])=O.NCCC[NH:12][C:13](=[O:22])[C:14]1[CH:19]=[CH:18][C:17]([CH:20]=[O:21])=[CH:16][CH:15]=1.O=C1CCC(=O)N1OC(=O)C.C(N(C(C)C)C(C)C)C, predict the reaction product. The product is: [CH:20]([C:17]1[CH:18]=[CH:19][C:14]([C:13]([NH2:12])=[O:22])=[CH:15][CH:16]=1)=[O:21]. (4) Given the reactants [CH3:1][O:2][C:3]1[CH:4]=[CH:5][C:6]([N+:12]([O-:14])=[O:13])=[C:7]([CH:11]=1)[C:8](O)=[O:9].S(Cl)(Cl)=O.C[N:20](C=O)C, predict the reaction product. The product is: [CH3:1][O:2][C:3]1[CH:4]=[CH:5][C:6]([N+:12]([O-:14])=[O:13])=[C:7]([CH:11]=1)[C:8]([NH2:20])=[O:9]. (5) Given the reactants C([O:3][C:4](=O)[CH2:5][CH2:6][C:7]1[CH:11]=[C:10]([C:12]2[CH:17]=[CH:16][C:15]([CH3:18])=[CH:14][CH:13]=2)[N:9]([C:19]2[CH:24]=[CH:23][C:22]([S:25](=[O:28])(=[O:27])[NH2:26])=[CH:21][CH:20]=2)[N:8]=1)C.[H-].[H-].[H-].[H-].[Li+].[Al+3].O, predict the reaction product. The product is: [OH:3][CH2:4][CH2:5][CH2:6][C:7]1[CH:11]=[C:10]([C:12]2[CH:13]=[CH:14][C:15]([CH3:18])=[CH:16][CH:17]=2)[N:9]([C:19]2[CH:24]=[CH:23][C:22]([S:25]([NH2:26])(=[O:28])=[O:27])=[CH:21][CH:20]=2)[N:8]=1. (6) Given the reactants Br[C:2]1[CH:3]=[C:4]([CH2:12][OH:13])[CH:5]=[CH:6][C:7]=1[O:8][CH2:9][O:10][CH3:11].[B:14]1([B:14]2[O:18][C:17]([CH3:20])([CH3:19])[C:16]([CH3:22])([CH3:21])[O:15]2)[O:18][C:17]([CH3:20])([CH3:19])[C:16]([CH3:22])([CH3:21])[O:15]1.C([O-])(=O)C.[K+].C(Cl)Cl, predict the reaction product. The product is: [CH3:11][O:10][CH2:9][O:8][C:7]1[CH:6]=[CH:5][C:4]([CH2:12][OH:13])=[CH:3][C:2]=1[B:14]1[O:18][C:17]([CH3:20])([CH3:19])[C:16]([CH3:22])([CH3:21])[O:15]1.